From a dataset of Catalyst prediction with 721,799 reactions and 888 catalyst types from USPTO. Predict which catalyst facilitates the given reaction. (1) Reactant: [Cl:1][C:2]1[CH:3]=[C:4]2[C:8](=[C:9]([C:11]([OH:13])=O)[CH:10]=1)[NH:7][CH:6]=[CH:5]2.[C:14]([C:18]1[CH:36]=[CH:35][C:21]([CH2:22][NH:23][CH2:24][CH2:25][N:26]([C:28]2[CH:33]=[CH:32][C:31]([Cl:34])=[CH:30][CH:29]=2)[CH3:27])=[CH:20][CH:19]=1)([CH3:17])([CH3:16])[CH3:15].CCN=C=NCCCN(C)C.Cl. Product: [C:14]([C:18]1[CH:36]=[CH:35][C:21]([CH2:22][N:23]([CH2:24][CH2:25][N:26]([C:28]2[CH:29]=[CH:30][C:31]([Cl:34])=[CH:32][CH:33]=2)[CH3:27])[C:11]([C:9]2[CH:10]=[C:2]([Cl:1])[CH:3]=[C:4]3[C:8]=2[NH:7][CH:6]=[CH:5]3)=[O:13])=[CH:20][CH:19]=1)([CH3:17])([CH3:15])[CH3:16]. The catalyst class is: 2. (2) Reactant: [F:1][C:2]1[CH:3]=[C:4]([I:11])[C:5]2[N:9]=[CH:8][NH:7][C:6]=2[CH:10]=1.[C:12](O[C:12]([O:14][C:15]([CH3:18])([CH3:17])[CH3:16])=[O:13])([O:14][C:15]([CH3:18])([CH3:17])[CH3:16])=[O:13].CN(C1C=CC=CN=1)C. Product: [C:15]([O:14][C:12]([N:7]1[C:6]2[CH:10]=[C:2]([F:1])[CH:3]=[C:4]([I:11])[C:5]=2[N:9]=[CH:8]1)=[O:13])([CH3:18])([CH3:17])[CH3:16]. The catalyst class is: 12. (3) Reactant: [CH3:1][O:2][C:3]1[CH:22]=[CH:21][C:6]([CH2:7][N:8]2[C:16]3[C:11](=[CH:12][CH:13]=[CH:14][CH:15]=3)[C:10]([C:17]([O:19]C)=[O:18])=[N:9]2)=[CH:5][CH:4]=1.[OH-].[Na+]. The catalyst class is: 295. Product: [CH3:1][O:2][C:3]1[CH:4]=[CH:5][C:6]([CH2:7][N:8]2[C:16]3[C:11](=[CH:12][CH:13]=[CH:14][CH:15]=3)[C:10]([C:17]([OH:19])=[O:18])=[N:9]2)=[CH:21][CH:22]=1. (4) Reactant: O1CCCOB1[C:7]1[CH:14]=[CH:13][CH:12]=[CH:11][C:8]=1[C:9]#[N:10].Br[C:16]1[CH:22]=[C:21]([C:23]([CH3:26])([CH3:25])[CH3:24])[CH:20]=[CH:19][C:17]=1[NH2:18].C([O-])([O-])=O.[K+].[K+].C1(C)C=CC=CC=1. Product: [C:23]([C:21]1[CH:22]=[CH:16][C:17]2[C:19](=[C:7]3[C:8](=[C:9]([NH2:10])[N:18]=2)[CH:11]=[CH:12][CH:13]=[CH:14]3)[CH:20]=1)([CH3:26])([CH3:24])[CH3:25]. The catalyst class is: 461. (5) The catalyst class is: 6. Reactant: [CH3:1][C@H:2]1[CH2:7][O:6][CH2:5][CH2:4][N:3]1[C:8]1[N:9]=[C:10]([N:30]2[CH2:35][CH2:34][O:33][CH2:32][C@@H:31]2[CH3:36])[C:11]2[CH:17]=[CH:16][C:15]([C:18]3[CH:19]=[CH:20][C:21]([O:26]C(C)C)=[C:22]([CH:25]=3)[C:23]#[N:24])=[N:14][C:12]=2[N:13]=1.[OH:37]S(O)(=O)=O.[OH-].[Na+]. Product: [CH3:1][C@H:2]1[CH2:7][O:6][CH2:5][CH2:4][N:3]1[C:8]1[N:9]=[C:10]([N:30]2[CH2:35][CH2:34][O:33][CH2:32][C@@H:31]2[CH3:36])[C:11]2[CH:17]=[CH:16][C:15]([C:18]3[CH:19]=[CH:20][C:21]([OH:26])=[C:22]([CH:25]=3)[C:23]([NH2:24])=[O:37])=[N:14][C:12]=2[N:13]=1. (6) Reactant: [C:1]([N:4]1[C:13]2[C:8](=[CH:9][C:10]([C:14]#[C:15][Si](C(C)C)(C(C)C)C(C)C)=[CH:11][CH:12]=2)[C@H:7]([NH:26][C:27]2[CH:32]=[CH:31][CH:30]=[C:29]([CH3:33])[N:28]=2)[CH2:6][C@@H:5]1[CH3:34])(=[O:3])[CH3:2].CCCC[N+](CCCC)(CCCC)CCCC.[F-]. Product: [C:1]([N:4]1[C:13]2[C:8](=[CH:9][C:10]([C:14]#[CH:15])=[CH:11][CH:12]=2)[C@H:7]([NH:26][C:27]2[CH:32]=[CH:31][CH:30]=[C:29]([CH3:33])[N:28]=2)[CH2:6][C@@H:5]1[CH3:34])(=[O:3])[CH3:2]. The catalyst class is: 7. (7) Reactant: [CH2:1]([N:5]1[C:9](=[O:10])[C:8](Cl)=[C:7]([C:12]2[CH:17]=[CH:16][CH:15]=[CH:14][CH:13]=2)[S:6]1(=[O:19])=[O:18])[CH2:2][CH2:3][CH3:4].[NH2:20][C:21]1[CH:30]=[CH:29][C:24]2[N:25]=[C:26]([SH:28])[S:27][C:23]=2[CH:22]=1. Product: [CH2:1]([N:5]1[C:9](=[O:10])[C:8]([NH:20][C:21]2[CH:30]=[CH:29][C:24]3[NH:25][C:26](=[S:28])[S:27][C:23]=3[CH:22]=2)=[C:7]([C:12]2[CH:17]=[CH:16][CH:15]=[CH:14][CH:13]=2)[S:6]1(=[O:19])=[O:18])[CH2:2][CH2:3][CH3:4]. The catalyst class is: 3. (8) Reactant: [CH:1]1([NH:4][C:5]([C:7]2[CH:8]=[CH:9][C:10]([CH3:36])=[C:11]([C:13]3[CH:14]=[C:15]4[C:20](=[CH:21][CH:22]=3)[N:19]=[C:18]([N:23]3[CH2:27][CH2:26][CH:25]([NH:28]C(=O)OC(C)(C)C)[CH2:24]3)[N:17]=[CH:16]4)[CH:12]=2)=[O:6])[CH2:3][CH2:2]1. Product: [NH2:28][CH:25]1[CH2:26][CH2:27][N:23]([C:18]2[N:17]=[CH:16][C:15]3[C:20](=[CH:21][CH:22]=[C:13]([C:11]4[CH:12]=[C:7]([CH:8]=[CH:9][C:10]=4[CH3:36])[C:5]([NH:4][CH:1]4[CH2:2][CH2:3]4)=[O:6])[CH:14]=3)[N:19]=2)[CH2:24]1. The catalyst class is: 89. (9) Reactant: [C:1](Cl)(=[O:3])[CH3:2].Cl.[CH3:6][O:7][C:8]([C:10]1(C(OC)=O)[C:14]2([CH2:19][CH2:18][CH2:17][CH2:16][CH2:15]2)[CH2:13][N:12]([CH2:20][C:21]2[CH:26]=[CH:25][CH:24]=[CH:23][CH:22]=2)[CH2:11]1)=[O:9]. Product: [C:1]1(=[O:3])[CH2:13][CH2:14][CH2:10][CH2:8][CH2:2]1.[CH3:6][O:7][C:8]([CH:10]1[C:14]2([CH2:15][CH2:16][CH2:17][CH2:18][CH2:19]2)[CH2:13][N:12]([CH2:20][C:21]2[CH:22]=[CH:23][CH:24]=[CH:25][CH:26]=2)[CH2:11]1)=[O:9]. The catalyst class is: 5. (10) Reactant: [C:1]([CH2:3][C:4]([OH:6])=O)#[N:2].CN(C(ON1N=NC2C=CC=NC1=2)=[N+](C)C)C.F[P-](F)(F)(F)(F)F.Cl.[NH2:32][C:33]1[N:41]=[CH:40][N:39]=[C:38]2[C:34]=1[N:35]([C:49]1[CH:54]=[CH:53][C:52]([O:55][C:56]3[CH:61]=[CH:60][CH:59]=[CH:58][CH:57]=3)=[CH:51][CH:50]=1)[C:36](=[O:48])[N:37]2[CH2:42][CH:43]1[CH2:47][CH2:46][CH2:45][NH:44]1.CCN(C(C)C)C(C)C. Product: [NH2:32][C:33]1[N:41]=[CH:40][N:39]=[C:38]2[C:34]=1[N:35]([C:49]1[CH:54]=[CH:53][C:52]([O:55][C:56]3[CH:61]=[CH:60][CH:59]=[CH:58][CH:57]=3)=[CH:51][CH:50]=1)[C:36](=[O:48])[N:37]2[CH2:42][C@@H:43]1[CH2:47][CH2:46][CH2:45][N:44]1[C:4](=[O:6])[CH2:3][C:1]#[N:2]. The catalyst class is: 39.